Predict the reaction yield, written as a fraction of the theoretical maximum amount of product (1.0 means a 100% yield; for example, 0.34 means a 34% yield). From a dataset of Reaction yield outcomes from USPTO patents with 853,638 reactions. (1) The reactants are Cl.[NH:2]1[CH2:7][CH2:6][CH2:5][CH2:4][CH:3]1[CH2:8][CH2:9][CH2:10][C:11]([OH:13])=[O:12].S(Cl)([Cl:16])=O.[CH3:18]O. No catalyst specified. The product is [ClH:16].[NH:2]1[CH2:7][CH2:6][CH2:5][CH2:4][CH:3]1[CH2:8][CH2:9][CH2:10][C:11]([O:13][CH3:18])=[O:12]. The yield is 0.450. (2) The reactants are [NH2:1][C@H:2]1[CH2:18][C@@H:17]2[C@@:5]([CH3:28])([C@@H:6]3[C@@H:14]([CH2:15][CH2:16]2)[C@:13]2([OH:19])[C@@:9]([CH3:27])([C@@H:10]([C:20]4[CH:21]=[CH:22][C:23](=[O:26])[O:24][CH:25]=4)[CH2:11][CH2:12]2)[CH2:8][CH2:7]3)[CH2:4][CH2:3]1.CCN(C(C)C)C(C)C.[N:38]1([C:44](Cl)=[O:45])[CH2:43][CH2:42][O:41][CH2:40][CH2:39]1. The catalyst is C(Cl)Cl. The product is [OH:19][C@:13]12[CH2:12][CH2:11][C@H:10]([C:20]3[CH:21]=[CH:22][C:23](=[O:26])[O:24][CH:25]=3)[C@@:9]1([CH3:27])[CH2:8][CH2:7][C@H:6]1[C@H:14]2[CH2:15][CH2:16][C@H:17]2[C@:5]1([CH3:28])[CH2:4][CH2:3][C@@H:2]([NH:1][C:44]([N:38]1[CH2:43][CH2:42][O:41][CH2:40][CH2:39]1)=[O:45])[CH2:18]2. The yield is 0.280. (3) The reactants are [CH3:1][O:2][C:3]1[CH:8]=[CH:7][C:6]([NH:9][C:10]([C@:12]2([CH3:15])[CH2:14][O:13]2)=[O:11])=[CH:5][CH:4]=1.C[C:17]1[CH:22]=[CH:21][C:20]([OH:23])=[CH:19][CH:18]=1.[C:24]([O-:27])([O-])=O.[K+].[K+]. The catalyst is C(O)(C)C. The product is [OH:13][C@@:12]([CH3:15])([CH2:14][O:23][C:20]1[CH:19]=[CH:18][C:17]([O:27][CH3:24])=[CH:22][CH:21]=1)[C:10]([NH:9][C:6]1[CH:7]=[CH:8][C:3]([O:2][CH3:1])=[CH:4][CH:5]=1)=[O:11]. The yield is 0.988. (4) The reactants are [N+:1]([C:4]1[CH:9]=[CH:8][C:7]([NH2:10])=[C:6]([C:11]([F:14])([F:13])[F:12])[CH:5]=1)([O-:3])=[O:2].[Cl:15]N1C(=O)CCC1=O.C(OCC)(=O)C. The catalyst is C(#N)C. The product is [Cl:15][C:8]1[CH:9]=[C:4]([N+:1]([O-:3])=[O:2])[CH:5]=[C:6]([C:11]([F:12])([F:13])[F:14])[C:7]=1[NH2:10]. The yield is 0.750. (5) The reactants are C([O:3][CH2:4][CH2:5][O:6][CH2:7][CH2:8][OH:9])C.[C:10]1([CH3:20])[CH:15]=[CH:14][C:13]([S:16](Cl)(=[O:18])=[O:17])=[CH:12][CH:11]=1. The catalyst is [OH-].[Na+].O.O1CCCC1. The product is [CH2:5]([O:6][CH2:7][CH2:8][C:11]1[CH:12]=[C:13]([S:16]([O:9][CH2:8][CH2:7][O:6][CH2:5][CH2:4][O:3][S:16]([C:13]2[CH:14]=[CH:15][C:10]([CH3:20])=[CH:11][CH:12]=2)(=[O:18])=[O:17])(=[O:18])=[O:17])[CH:14]=[CH:15][C:10]=1[CH3:20])[CH3:4]. The yield is 0.980. (6) The reactants are [Cl:1][C:2]1[CH:7]=[CH:6][C:5]([OH:8])=[CH:4][CH:3]=1.C(=O)([O-])[O-].[K+].[K+].[CH2:15](Br)[CH:16]=[CH2:17]. The catalyst is C(#N)C. The product is [Cl:1][C:2]1[CH:7]=[CH:6][C:5]([O:8][CH2:17][CH:16]=[CH2:15])=[CH:4][CH:3]=1. The yield is 0.860. (7) The reactants are C([NH:14][CH:15]1[CH2:20][CH2:19][N:18]([CH2:21][C:22]2[CH:27]=[CH:26][C:25]([O:28][CH3:29])=[CH:24][C:23]=2[O:30][CH3:31])[C:17](=[O:32])[CH2:16]1)(C1C=CC=CC=1)C1C=CC=CC=1.Cl. The catalyst is C(O)C.[Pd]. The yield is 0.750. The product is [NH2:14][CH:15]1[CH2:20][CH2:19][N:18]([CH2:21][C:22]2[CH:27]=[CH:26][C:25]([O:28][CH3:29])=[CH:24][C:23]=2[O:30][CH3:31])[C:17](=[O:32])[CH2:16]1. (8) The reactants are [Br:1][C:2]1[CH:3]=[C:4]([C:8]2([CH3:27])[CH2:13][CH:12]([C:14](OCC)=[O:15])[S:11][C:10]([NH:19][C:20]([O:22][C:23]([CH3:26])([CH3:25])[CH3:24])=[O:21])=[N:9]2)[CH:5]=[CH:6][CH:7]=1.[BH4-].[Li+]. The catalyst is O1CCCC1.C(O)C. The product is [Br:1][C:2]1[CH:3]=[C:4]([C@:8]2([CH3:27])[CH2:13][C@@H:12]([CH2:14][OH:15])[S:11][C:10]([NH:19][C:20](=[O:21])[O:22][C:23]([CH3:25])([CH3:24])[CH3:26])=[N:9]2)[CH:5]=[CH:6][CH:7]=1. The yield is 0.290. (9) The reactants are C([O:4][C:5]([C:7]1[N:8]([N:12]([CH2:33][C:34]2[CH:39]=[CH:38][C:37]([F:40])=[C:36]([Cl:41])[CH:35]=2)[C:13](=[O:32])[CH2:14][C:15]2[NH:20][C:19]3[CH:21]=[CH:22][C:23](CS(C)(=O)=O)=[CH:24][C:18]=3[S:17](=[O:31])(=[O:30])[N:16]=2)[CH:9]=[CH:10][CH:11]=1)=O)C=C.[O-]CC.[Na+].Cl. The catalyst is C(O)C.C(OCC)(=O)C. The product is [Cl:41][C:36]1[CH:35]=[C:34]([CH:39]=[CH:38][C:37]=1[F:40])[CH2:33][N:12]1[C:13](=[O:32])[C:14]([C:15]2[NH:20][C:19]3[CH:21]=[CH:22][C:23]([NH:16][S:17]([CH3:18])(=[O:31])=[O:30])=[CH:24][C:18]=3[S:17](=[O:31])(=[O:30])[N:16]=2)=[C:5]([OH:4])[C:7]2=[CH:11][CH:10]=[CH:9][N:8]12. The yield is 0.320. (10) The reactants are [CH2:1]([O:3][C:4]([C:6]1[C:19](=[O:20])[N:18]([CH:21]2[CH2:25][CH2:24][CH2:23][CH2:22]2)[C:9]2[N:10]=[C:11](S(C)=O)[N:12]=[C:13]([CH3:14])[C:8]=2[CH:7]=1)=[O:5])[CH3:2].CN.C[CH2:29][N:30](CC)CC.CN(C=O)C. The catalyst is C(#N)C. The product is [CH2:1]([O:3][C:4]([C:6]1[C:19](=[O:20])[N:18]([CH:21]2[CH2:25][CH2:24][CH2:23][CH2:22]2)[C:9]2[N:10]=[C:11]([NH:30][CH3:29])[N:12]=[C:13]([CH3:14])[C:8]=2[CH:7]=1)=[O:5])[CH3:2]. The yield is 0.722.